The task is: Predict the product of the given reaction.. This data is from Forward reaction prediction with 1.9M reactions from USPTO patents (1976-2016). Given the reactants [Br:1][C:2]1[CH:3]=[C:4]([CH:8]([OH:12])[CH2:9][C:10]#[N:11])[CH:5]=[CH:6][CH:7]=1.C[C@@H](O)[C@H](N)C(O)=O, predict the reaction product. The product is: [NH2:11][CH2:10][CH2:9][CH:8]([C:4]1[CH:5]=[CH:6][CH:7]=[C:2]([Br:1])[CH:3]=1)[OH:12].